Predict the product of the given reaction. From a dataset of Forward reaction prediction with 1.9M reactions from USPTO patents (1976-2016). (1) Given the reactants [N+:1]([C:4]1[CH:5]=[C:6]([OH:10])[CH:7]=[CH:8][CH:9]=1)([O-:3])=[O:2].Br[CH2:12][C:13]1[CH:18]=[CH:17][C:16]([C:19]2[CH:24]=[CH:23][CH:22]=[CH:21][CH:20]=2)=[CH:15][CH:14]=1.C(=O)([O-])[O-].[K+].[K+], predict the reaction product. The product is: [N+:1]([C:4]1[CH:5]=[C:6]([CH:7]=[CH:8][CH:9]=1)[O:10][CH2:12][C:13]1[CH:18]=[CH:17][C:16]([C:19]2[CH:20]=[CH:21][CH:22]=[CH:23][CH:24]=2)=[CH:15][CH:14]=1)([O-:3])=[O:2]. (2) Given the reactants [CH:1]1([C:4]2[N:8]3[CH2:9][CH2:10][CH2:11][C@@H:12]([C:13]4[N:17]5[CH:18]=[CH:19][N:20]=[C:21]([NH:22][CH2:23][C:24]6[CH:29]=[CH:28][C:27]([O:30][CH3:31])=[CH:26][C:25]=6[O:32][CH3:33])[C:16]5=[C:15]([C:34]5[CH:43]=[CH:42][C:37]([C:38]([O:40]C)=[O:39])=[CH:36][CH:35]=5)[N:14]=4)[C:7]3=[N:6][N:5]=2)[CH2:3][CH2:2]1.Cl, predict the reaction product. The product is: [CH:1]1([C:4]2[N:8]3[CH2:9][CH2:10][CH2:11][C@@H:12]([C:13]4[N:17]5[CH:18]=[CH:19][N:20]=[C:21]([NH:22][CH2:23][C:24]6[CH:29]=[CH:28][C:27]([O:30][CH3:31])=[CH:26][C:25]=6[O:32][CH3:33])[C:16]5=[C:15]([C:34]5[CH:43]=[CH:42][C:37]([C:38]([OH:40])=[O:39])=[CH:36][CH:35]=5)[N:14]=4)[C:7]3=[N:6][N:5]=2)[CH2:3][CH2:2]1. (3) The product is: [CH3:35][C:10]1([CH3:34])[CH:9]([OH:8])[CH2:31][CH2:30][C@@:29]2([CH3:32])[C@H:11]1[CH2:12][CH2:13][C:14]1[C:15]3[C@:25]([CH3:33])([CH2:26][CH2:27][C:28]=12)[C@@H:18]([C@H:19]([CH3:24])[CH2:20][CH2:21][CH2:22][NH:23][C:37](=[O:39])[CH3:38])[CH2:17][CH:16]=3. Given the reactants [Si]([O:8][C@H:9]1[CH2:31][CH2:30][C@@:29]2([CH3:32])[C@@H:11]([CH2:12][CH2:13][C:14]3[C:15]4[C@:25]([CH3:33])([CH2:26][CH2:27][C:28]=32)[C@@H:18]([C@H:19]([CH3:24])[CH2:20][CH2:21][CH2:22][NH2:23])[CH2:17][CH:16]=4)[C:10]1([CH3:35])[CH3:34])(C(C)(C)C)(C)C.Cl.[CH2:37]([OH:39])[CH3:38], predict the reaction product. (4) The product is: [C:1]([N:5]1[C:13]2[CH:12]=[CH:11][N:10]=[C:9]([O:14][CH3:15])[C:8]=2[C:7]([C:16]([OH:22])=[O:18])=[N:6]1)([CH3:4])([CH3:3])[CH3:2]. Given the reactants [C:1]([N:5]1[C:13]2[CH:12]=[CH:11][N:10]=[C:9]([O:14][CH3:15])[C:8]=2[C:7]([C:16]#N)=[N:6]1)([CH3:4])([CH3:3])[CH3:2].[OH-:18].[Na+].Cl.C[OH:22], predict the reaction product. (5) Given the reactants O[CH2:2][CH:3]1[CH2:8][CH2:7][CH2:6][N:5]([C:9]([C:11]2[S:12][C:13]([C:16]3[C:20]([CH3:21])=[C:19]([C:22]([F:25])([F:24])[F:23])[O:18][N:17]=3)=[CH:14][CH:15]=2)=[O:10])[CH2:4]1.[CH2:26]([N:28](CC)[CH2:29]C)C.CS([Cl:37])(=O)=O.CNC, predict the reaction product. The product is: [ClH:37].[CH3:26][N:28]([CH2:2][CH:3]1[CH2:8][CH2:7][CH2:6][N:5]([C:9]([C:11]2[S:12][C:13]([C:16]3[C:20]([CH3:21])=[C:19]([C:22]([F:25])([F:24])[F:23])[O:18][N:17]=3)=[CH:14][CH:15]=2)=[O:10])[CH2:4]1)[CH3:29].